From a dataset of Forward reaction prediction with 1.9M reactions from USPTO patents (1976-2016). Predict the product of the given reaction. (1) Given the reactants [H-].[Na+].[CH2:3]([OH:7])[C:4]#[C:5][CH3:6].Cl[C:9]1[CH:14]=[C:13](Cl)[N:12]=[CH:11][N:10]=1.[Cl-].[NH4+], predict the reaction product. The product is: [CH2:3]([O:7][C:9]1[CH:14]=[C:13]([O:7][CH2:3][C:4]#[C:5][CH3:6])[N:12]=[CH:11][N:10]=1)[C:4]#[C:5][CH3:6]. (2) Given the reactants [CH3:1][O:2][C:3]1[CH:4]=[CH:5][C:6]([C:14]([F:17])([F:16])[F:15])=[C:7]2[C:12]=1[N:11]=[C:10](O)[N:9]=[CH:8]2.P(O[Cl:22])(=O)=O, predict the reaction product. The product is: [Cl:22][C:10]1[N:9]=[CH:8][C:7]2[C:12](=[C:3]([O:2][CH3:1])[CH:4]=[CH:5][C:6]=2[C:14]([F:17])([F:16])[F:15])[N:11]=1. (3) Given the reactants Cl[C:2]1[CH:9]=[CH:8][CH:7]=[C:4]([C:5]#[N:6])[C:3]=1[C:10]#[N:11].[C:12]1(B(O)O)[CH:17]=[CH:16][CH:15]=[CH:14][CH:13]=1.[F-].[Cs+], predict the reaction product. The product is: [C:2]1([C:12]2[CH:17]=[CH:16][CH:15]=[CH:14][CH:13]=2)[CH:9]=[CH:8][CH:7]=[C:4]([C:5]#[N:6])[C:3]=1[C:10]#[N:11]. (4) Given the reactants [C:1]([OH:9])(=[O:8])[C@H:2]([CH2:4][CH:5]([CH3:7])[CH3:6])[OH:3].C([O-])([O-])=O.[Cs+].[Cs+].[CH3:16][O:17][C:18]1[CH:25]=[CH:24][C:21]([CH2:22]Cl)=[CH:20][CH:19]=1, predict the reaction product. The product is: [OH:3][CH:2]([CH2:4][CH:5]([CH3:7])[CH3:6])[C:1]([O:9][CH2:22][C:21]1[CH:24]=[CH:25][C:18]([O:17][CH3:16])=[CH:19][CH:20]=1)=[O:8]. (5) Given the reactants [CH3:1][CH:2]([CH3:23])[CH2:3][CH2:4][CH2:5][CH2:6][CH2:7][CH2:8][C:9]1[CH:14]=[CH:13][C:12]([NH:15]C(=O)OC(C)(C)C)=[CH:11][CH:10]=1.FC(F)(F)C(O)=O, predict the reaction product. The product is: [CH3:1][CH:2]([CH3:23])[CH2:3][CH2:4][CH2:5][CH2:6][CH2:7][CH2:8][C:9]1[CH:10]=[CH:11][C:12]([NH2:15])=[CH:13][CH:14]=1. (6) Given the reactants [Cl:1][C:2]1[CH:3]=[CH:4][C:5]([F:26])=[C:6]([C:8]2[CH2:12][N:11]([C:13](=[O:18])[C:14]([CH3:17])([CH3:16])[NH2:15])[CH:10]([C:19]3[CH:24]=[CH:23][CH:22]=[C:21]([OH:25])[CH:20]=3)[CH:9]=2)[CH:7]=1.C(NCC)C, predict the reaction product. The product is: [Cl:1][C:2]1[CH:3]=[CH:4][C:5]([F:26])=[C:6]([C:8]2[CH2:12][N:11]([C:13](=[O:18])[C:14]([CH3:17])([CH3:16])[NH2:15])[C@H:10]([C:19]3[CH:24]=[CH:23][CH:22]=[C:21]([OH:25])[CH:20]=3)[CH:9]=2)[CH:7]=1. (7) Given the reactants [CH3:1][O:2][C:3]1[CH:4]=[C:5]([NH:11][C:12]2[C:21]3[C:16](=[CH:17][CH:18]=[CH:19][CH:20]=3)[N:15]=[C:14]([CH3:22])[N:13]=2)[CH:6]=[CH:7][C:8]=1[O:9][CH3:10].[CH3:23]I.[H-].[Na+], predict the reaction product. The product is: [CH3:1][O:2][C:3]1[CH:4]=[C:5]([N:11]([C:12]2[C:21]3[C:16](=[CH:17][CH:18]=[CH:19][CH:20]=3)[N:15]=[C:14]([CH3:22])[N:13]=2)[CH3:23])[CH:6]=[CH:7][C:8]=1[O:9][CH3:10].